The task is: Predict the product of the given reaction.. This data is from Forward reaction prediction with 1.9M reactions from USPTO patents (1976-2016). (1) Given the reactants C([O:3][C:4](=[O:32])[CH2:5][CH2:6][C:7]1[CH:12]=[CH:11][C:10]([O:13][CH2:14][CH2:15][CH:16]([O:18][C:19]2[CH:24]=[CH:23][C:22]([C:25]([F:28])([F:27])[F:26])=[CH:21][C:20]=2Br)[CH3:17])=[CH:9][C:8]=1[CH2:30][CH3:31])C.[C:33]1([CH3:40])[C:38]([OH:39])=[CH:37][CH:36]=[CH:35][CH:34]=1, predict the reaction product. The product is: [CH2:30]([C:8]1[CH:9]=[C:10]([O:13][CH2:14][CH2:15][C@@H:16]([O:18][C:19]2[CH:24]=[CH:23][C:22]([C:25]([F:26])([F:28])[F:27])=[CH:21][C:20]=2[O:39][C:38]2[CH:37]=[CH:36][CH:35]=[CH:34][C:33]=2[CH3:40])[CH3:17])[CH:11]=[CH:12][C:7]=1[CH2:6][CH2:5][C:4]([OH:32])=[O:3])[CH3:31]. (2) Given the reactants [C:1]1([SH:7])[CH:6]=[CH:5][CH:4]=[CH:3][CH:2]=1.[H-].[Na+].[NH2:10][C:11]1[C:16](Br)=[N:15][C:14]([C:18]2[CH:23]=[CH:22][C:21]([O:24][CH3:25])=[CH:20][CH:19]=2)=[CH:13][N:12]=1, predict the reaction product. The product is: [NH2:10][C:11]1[C:16]([S:7][C:1]2[CH:6]=[CH:5][CH:4]=[CH:3][CH:2]=2)=[N:15][C:14]([C:18]2[CH:23]=[CH:22][C:21]([O:24][CH3:25])=[CH:20][CH:19]=2)=[CH:13][N:12]=1.